Dataset: Catalyst prediction with 721,799 reactions and 888 catalyst types from USPTO. Task: Predict which catalyst facilitates the given reaction. (1) Reactant: Cl[CH2:2][CH2:3][CH2:4][S:5]([O:8][CH2:9][C:10]([CH3:27])([CH3:26])[C@@H:11]([O:18][CH2:19][C:20]1[CH:25]=[CH:24][CH:23]=[CH:22][CH:21]=1)[C:12]([O:14][CH:15]([CH3:17])[CH3:16])=[O:13])(=[O:7])=[O:6].[N-:28]=[N+:29]=[N-:30].[Na+]. Product: [N:28]([CH2:2][CH2:3][CH2:4][S:5]([O:8][CH2:9][C:10]([CH3:27])([CH3:26])[C@@H:11]([O:18][CH2:19][C:20]1[CH:25]=[CH:24][CH:23]=[CH:22][CH:21]=1)[C:12]([O:14][CH:15]([CH3:17])[CH3:16])=[O:13])(=[O:7])=[O:6])=[N+:29]=[N-:30]. The catalyst class is: 16. (2) Reactant: C(C1C(=O)C(Cl)=C(Cl)C(=O)C=1C#N)#N.[Br:15][C:16]1[C:17]([F:37])=[C:18]2[C:26](=[C:27]([C:29](=[O:31])[NH2:30])[CH:28]=1)[NH:25][CH:24]1[CH:19]2[CH2:20][CH2:21][CH:22]([C:32]([O:34][CH2:35][CH3:36])=[O:33])[CH2:23]1. Product: [Br:15][C:16]1[C:17]([F:37])=[C:18]2[C:26](=[C:27]([C:29](=[O:31])[NH2:30])[CH:28]=1)[NH:25][C:24]1[CH:23]=[C:22]([C:32]([O:34][CH2:35][CH3:36])=[O:33])[CH:21]=[CH:20][C:19]2=1. The catalyst class is: 1. (3) Reactant: [F:1][C:2]1[CH:7]=[CH:6][C:5]([C:8]([CH3:20])([CH3:19])[CH2:9][NH:10][C:11]2[N:12]=[N:13][C:14]([CH:17]=[CH2:18])=[CH:15][CH:16]=2)=[CH:4][CH:3]=1.[H][H]. Product: [CH2:17]([C:14]1[N:13]=[N:12][C:11]([NH:10][CH2:9][C:8]([C:5]2[CH:6]=[CH:7][C:2]([F:1])=[CH:3][CH:4]=2)([CH3:20])[CH3:19])=[CH:16][CH:15]=1)[CH3:18]. The catalyst class is: 29. (4) Reactant: [Cl:1][C:2]1[CH:31]=[CH:30][CH:29]=[C:28]([Cl:32])[C:3]=1[C:4]([NH:6][C@@H:7]([CH2:11]/[CH:12]=[CH:13]/[C:14]1[CH:19]=[CH:18][C:17]([C:20]2([O:26][CH3:27])[CH2:25][CH2:24][O:23][CH2:22][CH2:21]2)=[CH:16][CH:15]=1)[C:8]([OH:10])=[O:9])=[O:5].[OH-].[Na+:34]. Product: [Na+:34].[Cl:1][C:2]1[CH:31]=[CH:30][CH:29]=[C:28]([Cl:32])[C:3]=1[C:4]([NH:6][C@@H:7]([CH2:11]/[CH:12]=[CH:13]/[C:14]1[CH:19]=[CH:18][C:17]([C:20]2([O:26][CH3:27])[CH2:25][CH2:24][O:23][CH2:22][CH2:21]2)=[CH:16][CH:15]=1)[C:8]([O-:10])=[O:9])=[O:5]. The catalyst class is: 1. (5) Reactant: [CH2:1]([O:3][C:4]1[CH:13]=[C:12]2[C:7]([C:8](=[O:14])[NH:9][CH:10]=[N:11]2)=[CH:6][C:5]=1[OH:15])[CH3:2].[C:16](OC(=O)C)(=[O:18])[CH3:17]. Product: [CH2:1]([O:3][C:4]1[CH:13]=[C:12]2[C:7]([C:8](=[O:14])[NH:9][CH:10]=[N:11]2)=[CH:6][C:5]=1[O:15][C:16](=[O:18])[CH3:17])[CH3:2]. The catalyst class is: 17. (6) Reactant: [CH:1]1([C:4]([NH:6][C:7]2[N:8]=[C:9]3[CH:14]=[CH:13][C:12]([O:15][C:16]4[CH:21]=[CH:20][C:19]([NH:22][C:23]([C:25]5[C:26](=[O:38])[N:27]([C:32]6[CH:37]=[CH:36][CH:35]=[CH:34][CH:33]=6)[C:28]([CH3:31])=[CH:29][CH:30]=5)=[O:24])=[CH:18][C:17]=4[F:39])=[CH:11][N:10]3[CH:40]=2)=[O:5])[CH2:3][CH2:2]1.O.[C:42]1([CH3:52])[CH:47]=[CH:46][C:45]([S:48]([OH:51])(=[O:50])=[O:49])=[CH:44][CH:43]=1. Product: [C:42]1([CH3:52])[CH:43]=[CH:44][C:45]([S:48]([OH:51])(=[O:49])=[O:50])=[CH:46][CH:47]=1.[CH:1]1([C:4]([NH:6][C:7]2[N:8]=[C:9]3[CH:14]=[CH:13][C:12]([O:15][C:16]4[CH:21]=[CH:20][C:19]([NH:22][C:23]([C:25]5[C:26](=[O:38])[N:27]([C:32]6[CH:33]=[CH:34][CH:35]=[CH:36][CH:37]=6)[C:28]([CH3:31])=[CH:29][CH:30]=5)=[O:24])=[CH:18][C:17]=4[F:39])=[CH:11][N:10]3[CH:40]=2)=[O:5])[CH2:3][CH2:2]1. The catalyst class is: 8. (7) Reactant: [Br:1][C:2]1[C:3]([F:14])=[C:4]2[C:8](=[CH:9][CH:10]=1)[N:7](C(=O)C)[N:6]=[CH:5]2. The catalyst class is: 209. Product: [Br:1][C:2]1[C:3]([F:14])=[C:4]2[C:8](=[CH:9][CH:10]=1)[NH:7][N:6]=[CH:5]2.